The task is: Predict the reactants needed to synthesize the given product.. This data is from Full USPTO retrosynthesis dataset with 1.9M reactions from patents (1976-2016). Given the product [C:1]([O:5][C:6](=[O:22])[NH:7][C@H:8]([C:15]1[CH:20]=[CH:19][CH:18]=[C:17]([O:21][CH2:30][CH2:31][O:32][C:33]2[CH:38]=[CH:37][C:36]([CH:39]=[O:40])=[CH:35][CH:34]=2)[CH:16]=1)[C:9]1[CH:14]=[CH:13][CH:12]=[CH:11][CH:10]=1)([CH3:4])([CH3:2])[CH3:3], predict the reactants needed to synthesize it. The reactants are: [C:1]([O:5][C:6](=[O:22])[NH:7][C@H:8]([C:15]1[CH:20]=[CH:19][CH:18]=[C:17]([OH:21])[CH:16]=1)[C:9]1[CH:14]=[CH:13][CH:12]=[CH:11][CH:10]=1)([CH3:4])([CH3:3])[CH3:2].C(=O)([O-])[O-].[Cs+].[Cs+].Br[CH2:30][CH2:31][O:32][C:33]1[CH:38]=[CH:37][C:36]([CH:39]=[O:40])=[CH:35][CH:34]=1.